From a dataset of Reaction yield outcomes from USPTO patents with 853,638 reactions. Predict the reaction yield, written as a fraction of the theoretical maximum amount of product (1.0 means a 100% yield; for example, 0.34 means a 34% yield). (1) The reactants are [N+:1]([C:4]1[CH:12]=[CH:11][C:10]([O:13][CH2:14][CH2:15][CH3:16])=[CH:9][C:5]=1[C:6](O)=[O:7])([O-:3])=[O:2].C[N:18](C=O)C. The yield is 0.852. The catalyst is O=S(Cl)Cl. The product is [N+:1]([C:4]1[CH:12]=[CH:11][C:10]([O:13][CH2:14][CH2:15][CH3:16])=[CH:9][C:5]=1[C:6]([NH2:18])=[O:7])([O-:3])=[O:2]. (2) The catalyst is O1CCOCC1.O.C1C=CC(P(C2C=CC=CC=2)[C-]2C=CC=C2)=CC=1.C1C=CC(P(C2C=CC=CC=2)[C-]2C=CC=C2)=CC=1.Cl[Pd]Cl.[Fe+2]. The product is [F:18][C:14]1[CH:13]=[C:12]2[C:17](/[C:9](=[C:4]3\[O:5][C:6]([CH3:8])([CH3:7])[C:2]([C:25]4[CH:24]=[CH:23][N:22]=[C:21]([F:20])[CH:26]=4)=[CH:3]\3)/[C:10](=[O:19])[NH:11]2)=[CH:16][CH:15]=1. The reactants are Br[C:2]1[C:6]([CH3:8])([CH3:7])[O:5]/[C:4](=[C:9]2/[C:10](=[O:19])[NH:11][C:12]3[C:17]/2=[CH:16][CH:15]=[C:14]([F:18])[CH:13]=3)/[CH:3]=1.[F:20][C:21]1[CH:26]=[C:25](B(O)O)[CH:24]=[CH:23][N:22]=1.[F-].[K+].C(OCC)(=O)C. The yield is 0.570. (3) The reactants are [CH3:1][O:2][C:3]1[C:12]([NH:13][C:14](=[O:18])OCC)=[N:11][C:10]2[C:5](=[CH:6][CH:7]=[C:8]([O:19][CH3:20])[CH:9]=2)[N:4]=1.[CH3:21][O:22][C:23]1[CH:24]=[C:25]([N:29]2[CH2:34][CH2:33][NH:32][CH2:31][CH2:30]2)[CH:26]=[CH:27][CH:28]=1. No catalyst specified. The product is [CH3:1][O:2][C:3]1[C:12]([NH:13][C:14]([N:32]2[CH2:31][CH2:30][N:29]([C:25]3[CH:26]=[CH:27][CH:28]=[C:23]([O:22][CH3:21])[CH:24]=3)[CH2:34][CH2:33]2)=[O:18])=[N:11][C:10]2[C:5](=[CH:6][CH:7]=[C:8]([O:19][CH3:20])[CH:9]=2)[N:4]=1. The yield is 0.800. (4) The reactants are [CH2:1]([Mg]Br)[CH:2]=[CH2:3].[Cl:6][CH2:7][CH2:8][C:9]([C:11]1[CH:16]=[CH:15][C:14]([F:17])=[CH:13][CH:12]=1)=[O:10]. The catalyst is C1COCC1. The product is [Cl:6][CH2:7][CH2:8][C:9]([C:11]1[CH:12]=[CH:13][C:14]([F:17])=[CH:15][CH:16]=1)([OH:10])[CH2:3][CH:2]=[CH2:1]. The yield is 0.970. (5) The reactants are Cl.FC1C=C(C=CC=1)CN1C=C(C2C3C(=NC=C(C4C=CC(C5CCNCC5)=CC=4)C=3)N(S(C3C=CC(C)=CC=3)(=O)=O)C=2)C=N1.[F:46][C:47]1[CH:48]=[C:49]([N:85]2[CH2:90][CH2:89][N:88]([CH2:91][C@@H:92]([OH:94])[CH3:93])[CH2:87][CH2:86]2)[CH:50]=[CH:51][C:52]=1[C:53]1[CH:54]=[C:55]2[C:61]([C:62]3[CH:63]=[N:64][N:65]([CH2:67][C:68]4[CH:73]=[CH:72][CH:71]=[C:70]([F:74])[CH:69]=4)[CH:66]=3)=[CH:60][N:59](S(C3C=CC(C)=CC=3)(=O)=O)[C:56]2=[N:57][CH:58]=1.[OH-].[Li+]. The catalyst is C1COCC1.CO.O. The product is [F:46][C:47]1[CH:48]=[C:49]([N:85]2[CH2:90][CH2:89][N:88]([CH2:91][C@@H:92]([OH:94])[CH3:93])[CH2:87][CH2:86]2)[CH:50]=[CH:51][C:52]=1[C:53]1[CH:54]=[C:55]2[C:61]([C:62]3[CH:63]=[N:64][N:65]([CH2:67][C:68]4[CH:73]=[CH:72][CH:71]=[C:70]([F:74])[CH:69]=4)[CH:66]=3)=[CH:60][NH:59][C:56]2=[N:57][CH:58]=1. The yield is 0.584.